From a dataset of NCI-60 drug combinations with 297,098 pairs across 59 cell lines. Regression. Given two drug SMILES strings and cell line genomic features, predict the synergy score measuring deviation from expected non-interaction effect. Drug 1: CC1=C2C(C(=O)C3(C(CC4C(C3C(C(C2(C)C)(CC1OC(=O)C(C(C5=CC=CC=C5)NC(=O)C6=CC=CC=C6)O)O)OC(=O)C7=CC=CC=C7)(CO4)OC(=O)C)O)C)OC(=O)C. Drug 2: CC1=C(N=C(N=C1N)C(CC(=O)N)NCC(C(=O)N)N)C(=O)NC(C(C2=CN=CN2)OC3C(C(C(C(O3)CO)O)O)OC4C(C(C(C(O4)CO)O)OC(=O)N)O)C(=O)NC(C)C(C(C)C(=O)NC(C(C)O)C(=O)NCCC5=NC(=CS5)C6=NC(=CS6)C(=O)NCCC[S+](C)C)O. Cell line: RPMI-8226. Synergy scores: CSS=53.9, Synergy_ZIP=-0.736, Synergy_Bliss=-4.50, Synergy_Loewe=-6.76, Synergy_HSA=-6.41.